Dataset: NCI-60 drug combinations with 297,098 pairs across 59 cell lines. Task: Regression. Given two drug SMILES strings and cell line genomic features, predict the synergy score measuring deviation from expected non-interaction effect. (1) Drug 1: CNC(=O)C1=CC=CC=C1SC2=CC3=C(C=C2)C(=NN3)C=CC4=CC=CC=N4. Drug 2: CC1=C2C(C(=O)C3(C(CC4C(C3C(C(C2(C)C)(CC1OC(=O)C(C(C5=CC=CC=C5)NC(=O)C6=CC=CC=C6)O)O)OC(=O)C7=CC=CC=C7)(CO4)OC(=O)C)O)C)OC(=O)C. Cell line: RXF 393. Synergy scores: CSS=45.6, Synergy_ZIP=10.1, Synergy_Bliss=9.18, Synergy_Loewe=-4.46, Synergy_HSA=9.58. (2) Drug 1: CN1C2=C(C=C(C=C2)N(CCCl)CCCl)N=C1CCCC(=O)O.Cl. Drug 2: CC1C(C(CC(O1)OC2CC(CC3=C2C(=C4C(=C3O)C(=O)C5=C(C4=O)C(=CC=C5)OC)O)(C(=O)CO)O)N)O.Cl. Cell line: SK-MEL-2. Synergy scores: CSS=37.5, Synergy_ZIP=-1.31, Synergy_Bliss=-2.88, Synergy_Loewe=-40.2, Synergy_HSA=-3.98. (3) Synergy scores: CSS=12.9, Synergy_ZIP=-5.33, Synergy_Bliss=-5.55, Synergy_Loewe=-5.29, Synergy_HSA=-5.16. Cell line: SN12C. Drug 1: CC1C(C(CC(O1)OC2CC(CC3=C2C(=C4C(=C3O)C(=O)C5=C(C4=O)C(=CC=C5)OC)O)(C(=O)C)O)N)O.Cl. Drug 2: CN(C(=O)NC(C=O)C(C(C(CO)O)O)O)N=O. (4) Drug 1: C1=CC(=CC=C1CC(C(=O)O)N)N(CCCl)CCCl.Cl. Drug 2: C1C(C(OC1N2C=C(C(=O)NC2=O)F)CO)O. Cell line: MDA-MB-231. Synergy scores: CSS=44.7, Synergy_ZIP=4.22, Synergy_Bliss=4.11, Synergy_Loewe=-11.7, Synergy_HSA=6.14. (5) Drug 1: CS(=O)(=O)C1=CC(=C(C=C1)C(=O)NC2=CC(=C(C=C2)Cl)C3=CC=CC=N3)Cl. Drug 2: CS(=O)(=O)CCNCC1=CC=C(O1)C2=CC3=C(C=C2)N=CN=C3NC4=CC(=C(C=C4)OCC5=CC(=CC=C5)F)Cl. Cell line: 786-0. Synergy scores: CSS=-0.318, Synergy_ZIP=-2.18, Synergy_Bliss=-0.795, Synergy_Loewe=-2.17, Synergy_HSA=-1.40. (6) Drug 1: CS(=O)(=O)CCNCC1=CC=C(O1)C2=CC3=C(C=C2)N=CN=C3NC4=CC(=C(C=C4)OCC5=CC(=CC=C5)F)Cl. Drug 2: CC12CCC3C(C1CCC2O)C(CC4=C3C=CC(=C4)O)CCCCCCCCCS(=O)CCCC(C(F)(F)F)(F)F. Cell line: UACC-257. Synergy scores: CSS=2.57, Synergy_ZIP=5.49, Synergy_Bliss=16.8, Synergy_Loewe=-4.03, Synergy_HSA=-0.00939. (7) Cell line: HL-60(TB). Drug 2: CC1=C2C(C(=O)C3(C(CC4C(C3C(C(C2(C)C)(CC1OC(=O)C(C(C5=CC=CC=C5)NC(=O)C6=CC=CC=C6)O)O)OC(=O)C7=CC=CC=C7)(CO4)OC(=O)C)O)C)OC(=O)C. Drug 1: C1CC(=O)NC(=O)C1N2CC3=C(C2=O)C=CC=C3N. Synergy scores: CSS=18.5, Synergy_ZIP=-14.9, Synergy_Bliss=-20.1, Synergy_Loewe=-49.0, Synergy_HSA=-18.8. (8) Drug 1: CC1=C(C=C(C=C1)NC(=O)C2=CC=C(C=C2)CN3CCN(CC3)C)NC4=NC=CC(=N4)C5=CN=CC=C5. Drug 2: C(CN)CNCCSP(=O)(O)O. Cell line: OVCAR-5. Synergy scores: CSS=2.11, Synergy_ZIP=2.41, Synergy_Bliss=2.63, Synergy_Loewe=0.227, Synergy_HSA=0.673. (9) Cell line: TK-10. Drug 2: N.N.Cl[Pt+2]Cl. Drug 1: CC1=C(C(=O)C2=C(C1=O)N3CC4C(C3(C2COC(=O)N)OC)N4)N. Synergy scores: CSS=20.8, Synergy_ZIP=-9.21, Synergy_Bliss=-2.90, Synergy_Loewe=-2.16, Synergy_HSA=-0.920.